The task is: Predict the reactants needed to synthesize the given product.. This data is from Full USPTO retrosynthesis dataset with 1.9M reactions from patents (1976-2016). (1) Given the product [CH3:1][O:2][C:3](=[O:12])[C:4]1[CH:9]=[C:8]([C:20]([C:17]2[N:16]=[CH:15][C:14]([Br:13])=[CH:19][N:18]=2)=[O:34])[CH:7]=[CH:6][C:5]=1[F:11], predict the reactants needed to synthesize it. The reactants are: [CH3:1][O:2][C:3](=[O:12])[C:4]1[CH:9]=[C:8](I)[CH:7]=[CH:6][C:5]=1[F:11].[Br:13][C:14]1[CH:15]=[N:16][C:17]([C:20]#N)=[N:18][CH:19]=1.C([Mg]Cl)(C)C.[Li+].[Cl-].[NH4+].[Cl-].C1C[O:34]CC1. (2) Given the product [Cl:21][C:5]1[C:6]([NH:8][C:9]2[CH:20]=[CH:19][CH:18]=[CH:17][C:10]=2[C:11]([NH:13][CH:14]([CH3:16])[CH3:15])=[O:12])=[N:7][C:2]([NH:32][C:31]2[CH:33]=[CH:34][CH:35]=[C:29]([N:26]3[CH2:25][CH2:24][N:23]([CH3:22])[CH2:28][CH2:27]3)[CH:30]=2)=[N:3][CH:4]=1, predict the reactants needed to synthesize it. The reactants are: Cl[C:2]1[N:7]=[C:6]([NH:8][C:9]2[CH:20]=[CH:19][CH:18]=[CH:17][C:10]=2[C:11]([NH:13][CH:14]([CH3:16])[CH3:15])=[O:12])[C:5]([Cl:21])=[CH:4][N:3]=1.[CH3:22][N:23]1[CH2:28][CH2:27][N:26]([C:29]2[CH:30]=[C:31]([CH:33]=[CH:34][CH:35]=2)[NH2:32])[CH2:25][CH2:24]1.Cl. (3) Given the product [CH2:36]([O:38][C:39](=[O:46])[CH2:40][CH2:41][CH2:42][CH2:43][CH2:44][O:34][C:31]1[CH:32]=[CH:33][C:28]([C:3]([CH2:4][CH3:5])([C:6]2[CH:11]=[CH:10][C:9]([C:12]#[C:13][C:14]([O:23][CH2:24][O:25][CH3:26])([C:19]([F:20])([F:21])[F:22])[C:15]([F:18])([F:17])[F:16])=[C:8]([CH3:27])[CH:7]=2)[CH2:1][CH3:2])=[CH:29][C:30]=1[CH3:35])[CH3:37], predict the reactants needed to synthesize it. The reactants are: [CH2:1]([C:3]([C:28]1[CH:33]=[CH:32][C:31]([OH:34])=[C:30]([CH3:35])[CH:29]=1)([C:6]1[CH:11]=[CH:10][C:9]([C:12]#[C:13][C:14]([O:23][CH2:24][O:25][CH3:26])([C:19]([F:22])([F:21])[F:20])[C:15]([F:18])([F:17])[F:16])=[C:8]([CH3:27])[CH:7]=1)[CH2:4][CH3:5])[CH3:2].[CH2:36]([O:38][C:39](=[O:46])[CH2:40][CH2:41][CH2:42][CH2:43][CH2:44]Br)[CH3:37]. (4) Given the product [C:1]([NH:18][C@H:19]([C:22]([OH:24])=[O:23])[CH2:20][O:21][CH:26]1[CH2:27][CH2:28][CH2:29][O:25]1)([O:3][CH2:4][CH:5]1[C:6]2[C:11](=[CH:10][CH:9]=[CH:8][CH:7]=2)[C:12]2[C:17]1=[CH:16][CH:15]=[CH:14][CH:13]=2)=[O:2], predict the reactants needed to synthesize it. The reactants are: [C:1]([NH:18][C@H:19]([C:22]([OH:24])=[O:23])[CH2:20][OH:21])([O:3][CH2:4][CH:5]1[C:17]2[C:12](=[CH:13][CH:14]=[CH:15][CH:16]=2)[C:11]2[C:6]1=[CH:7][CH:8]=[CH:9][CH:10]=2)=[O:2].[O:25]1[CH:29]=[CH:28][CH2:27][CH2:26]1.C1(C)C=CC(S([O-])(=O)=O)=CC=1.[NH+]1C=CC=CC=1. (5) Given the product [CH3:8][CH:6]1[O:7][CH:2]([CH3:1])[CH2:3][N:4]([C:9]2[CH:14]=[CH:13][C:12]([CH2:15][NH:16][C:18]([NH:17][C:20]3[CH:29]=[CH:28][CH:27]=[C:26]4[C:21]=3[CH:22]=[CH:23][N:24]=[CH:25]4)=[O:19])=[CH:11][CH:10]=2)[CH2:5]1, predict the reactants needed to synthesize it. The reactants are: [CH3:1][CH:2]1[O:7][CH:6]([CH3:8])[CH2:5][N:4]([C:9]2[CH:14]=[CH:13][C:12]([CH2:15][NH2:16])=[CH:11][CH:10]=2)[CH2:3]1.[N:17]([C:20]1[CH:29]=[CH:28][CH:27]=[C:26]2[C:21]=1[CH:22]=[CH:23][N:24]=[CH:25]2)=[C:18]=[O:19]. (6) Given the product [CH3:1][N:2]1[CH2:8][CH2:7][CH2:6][N:5]([C:9]2[C:17]3[C:12](=[CH:13][CH:14]=[C:15]([NH2:18])[CH:16]=3)[NH:11][N:10]=2)[CH2:4][CH2:3]1, predict the reactants needed to synthesize it. The reactants are: [CH3:1][N:2]1[CH2:8][CH2:7][CH2:6][N:5]([C:9]2[C:17]3[C:12](=[CH:13][CH:14]=[C:15]([N+:18]([O-])=O)[CH:16]=3)[NH:11][N:10]=2)[CH2:4][CH2:3]1. (7) Given the product [I:1][C:2]1[CH:7]=[CH:6][C:5]([CH2:8][CH2:9][NH2:10])=[CH:4][CH:3]=1, predict the reactants needed to synthesize it. The reactants are: [I:1][C:2]1[CH:7]=[CH:6][C:5]([CH2:8][C:9]#[N:10])=[CH:4][CH:3]=1.B.Cl.O1CCOCC1. (8) The reactants are: [OH:1][CH2:2][CH:3]1[CH2:7][S:6][C:5]([NH:8][C:9](=[O:15])[O:10][C:11]([CH3:14])([CH3:13])[CH3:12])=[N:4]1.[C:16]1([CH3:26])[CH:21]=[CH:20][C:19]([S:22](Cl)(=[O:24])=[O:23])=[CH:18][CH:17]=1.C(N(CC)CC)C. Given the product [C:16]1([CH3:26])[CH:21]=[CH:20][C:19]([S:22]([O:1][CH2:2][CH:3]2[CH2:7][S:6][C:5]([NH:8][C:9](=[O:15])[O:10][C:11]([CH3:12])([CH3:14])[CH3:13])=[N:4]2)(=[O:24])=[O:23])=[CH:18][CH:17]=1, predict the reactants needed to synthesize it. (9) Given the product [NH2:1][C:2]1[CH:3]=[N:4][CH:5]=[C:6]([CH:11]=1)[C:7]([NH2:14])=[O:8], predict the reactants needed to synthesize it. The reactants are: [NH2:1][C:2]1[CH:3]=[N:4][CH:5]=[C:6]([CH:11]=1)[C:7](OC)=[O:8].O.[OH-].[NH4+:14].